Dataset: M1 muscarinic receptor antagonist screen with 61,756 compounds. Task: Binary Classification. Given a drug SMILES string, predict its activity (active/inactive) in a high-throughput screening assay against a specified biological target. The drug is o1c(Nc2ccc(OC)cc2)c(nc1COc1cc(ccc1)C)C#N. The result is 0 (inactive).